Predict the reaction yield, written as a fraction of the theoretical maximum amount of product (1.0 means a 100% yield; for example, 0.34 means a 34% yield). From a dataset of Reaction yield outcomes from USPTO patents with 853,638 reactions. The reactants are [CH3:1][O:2][C:3]1[CH:4]=[C:5]([CH2:13][N:14]2[CH2:19][CH2:18][N:17]([C:20]([O:22][C:23]([CH3:26])([CH3:25])[CH3:24])=[O:21])[CH2:16][CH2:15]2)[C:6]2[O:10][CH2:9][C:8](=[O:11])[C:7]=2[CH:12]=1.[NH:27]1[C:35]2[C:30](=[CH:31][CH:32]=[CH:33][CH:34]=2)[C:29]([CH:36]=O)=[CH:28]1. The catalyst is CO.N1CCCCC1. The product is [NH:27]1[C:35]2[C:30](=[CH:31][CH:32]=[CH:33][CH:34]=2)[C:29](/[CH:36]=[C:9]2\[O:10][C:6]3[C:5]([CH2:13][N:14]4[CH2:15][CH2:16][N:17]([C:20]([O:22][C:23]([CH3:26])([CH3:25])[CH3:24])=[O:21])[CH2:18][CH2:19]4)=[CH:4][C:3]([O:2][CH3:1])=[CH:12][C:7]=3[C:8]\2=[O:11])=[CH:28]1. The yield is 0.840.